From a dataset of Reaction yield outcomes from USPTO patents with 853,638 reactions. Predict the reaction yield, written as a fraction of the theoretical maximum amount of product (1.0 means a 100% yield; for example, 0.34 means a 34% yield). The reactants are [Br:1][C:2]1[CH:6]=[N:5][N:4]([CH3:7])[C:3]=1[C:8]1[CH:9]=[C:10]([NH2:16])[CH:11]=[CH:12][C:13]=1[O:14][CH3:15].[Cl:17][C:18]1[CH:23]=[C:22]([Cl:24])[CH:21]=[CH:20][C:19]=1[N:25]=[C:26]=[O:27]. The catalyst is C(Cl)Cl. The product is [Br:1][C:2]1[CH:6]=[N:5][N:4]([CH3:7])[C:3]=1[C:8]1[CH:9]=[C:10]([NH:16][C:26]([NH:25][C:19]2[CH:20]=[CH:21][C:22]([Cl:24])=[CH:23][C:18]=2[Cl:17])=[O:27])[CH:11]=[CH:12][C:13]=1[O:14][CH3:15]. The yield is 0.690.